From a dataset of Reaction yield outcomes from USPTO patents with 853,638 reactions. Predict the reaction yield, written as a fraction of the theoretical maximum amount of product (1.0 means a 100% yield; for example, 0.34 means a 34% yield). (1) The product is [C:1]([O:5][C:6]([NH:8][C:9]1[CH:10]=[C:11]([C:24]2[N:29]([CH2:30][C:31]([NH:50][CH2:49][C:76]3[CH:77]=[CH:70][C:68]([N:67]([CH:44]=[NH:40])[C:65](=[O:66])[O:64][CH2:57][C:58]4[CH:59]=[CH:60][CH:61]=[CH:62][CH:63]=4)=[CH:74][CH:73]=3)=[O:32])[C:28](=[O:34])[C:27]([NH:35][CH:36]([CH3:38])[CH3:37])=[N:26][CH:25]=2)[CH:12]=[C:13]([NH:15][CH2:16][CH2:17][C:18]2[CH:19]=[CH:20][CH:21]=[CH:22][CH:23]=2)[CH:14]=1)=[O:7])([CH3:2])([CH3:3])[CH3:4]. The reactants are [C:1]([O:5][C:6]([NH:8][C:9]1[CH:10]=[C:11]([C:24]2[N:29]([CH2:30][C:31](O)=[O:32])[C:28](=[O:34])[C:27]([NH:35][CH:36]([CH3:38])[CH3:37])=[N:26][CH:25]=2)[CH:12]=[C:13]([NH:15][CH2:16][CH2:17][C:18]2[CH:23]=[CH:22][CH:21]=[CH:20][CH:19]=2)[CH:14]=1)=[O:7])([CH3:4])([CH3:3])[CH3:2].O[N:40]1[C:44]2C=CC=CC=2N=N1.[CH3:49][N:50]1CCOCC1.Cl.[CH2:57]([O:64][C:65]([NH:67][C:68]([C:70]1[CH:77]=[CH:76][C:73]([CH2:74]N)=CC=1)=N)=[O:66])[C:58]1[CH:63]=[CH:62][CH:61]=[CH:60][CH:59]=1.C1C=CC(CNC(CN2C3C(=CC=CC=3)C(C=O)=C2)=O)=CC=1. The yield is 0.750. The catalyst is ClCCl.CN(C=O)C. (2) The yield is 0.230. The product is [N:14]1[CH:15]=[CH:16][N:17]=[CH:18][C:13]=1[O:12][C@H:9]1[CH2:10][CH2:11][C@H:6]([C:4]([NH:20][NH2:21])=[O:3])[CH2:7][CH2:8]1. The reactants are C([O:3][C:4]([C@H:6]1[CH2:11][CH2:10][C@H:9]([O:12][C:13]2[CH:18]=[N:17][CH:16]=[CH:15][N:14]=2)[CH2:8][CH2:7]1)=O)C.O.[NH2:20][NH2:21]. No catalyst specified. (3) The yield is 0.900. The reactants are Cl.[CH3:2][C:3]1[CH:8]=[C:7]([CH3:9])[NH:6][C:5](=[O:10])[C:4]=1[CH2:11][NH:12][C:13]([C:15]1[C:16]2[CH:28]=[N:27][N:26]([CH:29]([CH3:31])[CH3:30])[C:17]=2[N:18]=[C:19]([C:21]([O:23]CC)=[CH2:22])[CH:20]=1)=[O:14].C([O-])(O)=O.[Na+]. The catalyst is CO.C(Cl)Cl. The product is [C:21]([C:19]1[CH:20]=[C:15]([C:13]([NH:12][CH2:11][C:4]2[C:5](=[O:10])[NH:6][C:7]([CH3:9])=[CH:8][C:3]=2[CH3:2])=[O:14])[C:16]2[CH:28]=[N:27][N:26]([CH:29]([CH3:30])[CH3:31])[C:17]=2[N:18]=1)(=[O:23])[CH3:22]. (4) The reactants are [OH:1][C:2]1[CH:7]=[CH:6][C:5]([N:8]2[C:12]([CH3:14])([CH3:13])[C:11](=[O:15])[N:10]([C:16]3[CH:23]=[CH:22][C:19]([C:20]#[N:21])=[C:18]([C:24]([F:27])([F:26])[F:25])[CH:17]=3)[C:9]2=[S:28])=[CH:4][CH:3]=1.C(=O)([O-])[O-].[K+].[K+].CN(C)C=O.Br[CH:41]([OH:43])[CH3:42]. The catalyst is O. The product is [OH:43][CH2:41][CH2:42][O:1][C:2]1[CH:3]=[CH:4][C:5]([N:8]2[C:12]([CH3:14])([CH3:13])[C:11](=[O:15])[N:10]([C:16]3[CH:23]=[CH:22][C:19]([C:20]#[N:21])=[C:18]([C:24]([F:26])([F:27])[F:25])[CH:17]=3)[C:9]2=[S:28])=[CH:6][CH:7]=1. The yield is 0.363. (5) The reactants are [Cl:1][C:2]1[CH:7]=[CH:6][C:5]([O:8][C:9]2[CH:14]=[CH:13][C:12]([CH:15](Cl)[CH3:16])=[CH:11][CH:10]=2)=[CH:4][C:3]=1[C:18]([F:21])([F:20])[F:19].C([O-])([O-])=O.[K+].[K+].[CH3:28][N:29]1[CH:33]=[C:32]([CH2:34][C:35]2[C:36](=[O:42])[NH:37][C:38](=[S:41])[NH:39][CH:40]=2)[CH:31]=[N:30]1. The catalyst is CN(C=O)C. The product is [Cl:1][C:2]1[CH:7]=[CH:6][C:5]([O:8][C:9]2[CH:14]=[CH:13][C:12]([CH:15]([S:41][C:38]3[NH:39][CH:40]=[C:35]([CH2:34][C:32]4[CH:31]=[N:30][N:29]([CH3:28])[CH:33]=4)[C:36](=[O:42])[N:37]=3)[CH3:16])=[CH:11][CH:10]=2)=[CH:4][C:3]=1[C:18]([F:21])([F:20])[F:19]. The yield is 0.0558. (6) The reactants are [CH:1]1[C:9]2[C:8]3[CH:10]=[CH:11][CH:12]=[CH:13][C:7]=3[O:6][C:5]=2[C:4](B(O)O)=[CH:3][CH:2]=1.Br[C:18]1[CH:23]=[CH:22][C:21]([Si:24]([CH3:27])([CH3:26])[CH3:25])=[CH:20][CH:19]=1.C([O-])([O-])=O.[K+].[K+]. The catalyst is C1(C)C=CC=CC=1.C(O)C.O.C1C=CC([P]([Pd]([P](C2C=CC=CC=2)(C2C=CC=CC=2)C2C=CC=CC=2)([P](C2C=CC=CC=2)(C2C=CC=CC=2)C2C=CC=CC=2)[P](C2C=CC=CC=2)(C2C=CC=CC=2)C2C=CC=CC=2)(C2C=CC=CC=2)C2C=CC=CC=2)=CC=1. The product is [CH:1]1[C:9]2[C:8]3[CH:10]=[CH:11][CH:12]=[CH:13][C:7]=3[O:6][C:5]=2[C:4]([C:18]2[CH:23]=[CH:22][C:21]([Si:24]([CH3:27])([CH3:26])[CH3:25])=[CH:20][CH:19]=2)=[CH:3][CH:2]=1. The yield is 0.960.